This data is from Forward reaction prediction with 1.9M reactions from USPTO patents (1976-2016). The task is: Predict the product of the given reaction. (1) Given the reactants [CH:1]([N:4]1[C:32](=[O:33])[C:31]2[N:12]3[CH2:13][CH2:14][C:15]4[CH:16]=[C:17]([O:29][CH3:30])[C:18]([C:21]5[C:22]([CH3:28])=[N:23][N:24]([CH3:27])[C:25]=5[CH3:26])=[CH:19][C:20]=4[C:11]3=[C:10]([C:34]3[S:35][CH:36]=[CH:37][CH:38]=3)[C:9]=2[CH2:8][NH:7][CH2:6][CH2:5]1)([CH3:3])[CH3:2].[F:39][C:40]([F:47])([F:46])[CH2:41][CH2:42][C:43](O)=[O:44].C(N1CCOCC1)C.CN(C(ON1N=NC2C=CC=CC1=2)=[N+](C)C)C.[B-](F)(F)(F)F, predict the reaction product. The product is: [CH:1]([N:4]1[C:32](=[O:33])[C:31]2[N:12]3[CH2:13][CH2:14][C:15]4[CH:16]=[C:17]([O:29][CH3:30])[C:18]([C:21]5[C:22]([CH3:28])=[N:23][N:24]([CH3:27])[C:25]=5[CH3:26])=[CH:19][C:20]=4[C:11]3=[C:10]([C:34]3[S:35][CH:36]=[CH:37][CH:38]=3)[C:9]=2[CH2:8][N:7]([C:43](=[O:44])[CH2:42][CH2:41][C:40]([F:47])([F:46])[F:39])[CH2:6][CH2:5]1)([CH3:3])[CH3:2]. (2) Given the reactants C[O:2][C:3]([CH:5]1[CH2:10][NH:9][CH2:8][CH2:7][N:6]1[C:11]([O:13][C:14]([CH3:17])([CH3:16])[CH3:15])=[O:12])=[O:4].CCN(C(C)C)C(C)C.[S:27](Cl)([CH3:30])(=[O:29])=[O:28], predict the reaction product. The product is: [C:14]([O:13][C:11]([N:6]1[CH2:7][CH2:8][N:9]([S:27]([CH3:30])(=[O:29])=[O:28])[CH2:10][CH:5]1[C:3]([OH:2])=[O:4])=[O:12])([CH3:17])([CH3:16])[CH3:15]. (3) Given the reactants [Cl:1][C:2]1[CH:7]=[CH:6][C:5]([S:8]([NH:11][C@@H:12]2[CH2:18][CH2:17][CH2:16][CH2:15][NH:14][C:13]2=[O:19])(=[O:10])=[O:9])=[CH:4][CH:3]=1.CO[C:22]1[CH:23]=[CH:24][C:25](CO)=[N:26][CH:27]=1.[C:30]1(P(C2C=CC=CC=2)C2C=CC=CC=2)C=CC=CC=1.N(C(OC(C)C)=O)=N[C:51](OC(C)C)=[O:52], predict the reaction product. The product is: [Cl:1][C:2]1[CH:3]=[CH:4][C:5]([S:8]([N:11]([CH2:30][C:22]2[CH:27]=[N:26][C:25]([O:52][CH3:51])=[CH:24][CH:23]=2)[C@@H:12]2[CH2:18][CH2:17][CH2:16][CH2:15][NH:14][C:13]2=[O:19])(=[O:10])=[O:9])=[CH:6][CH:7]=1.